Dataset: Full USPTO retrosynthesis dataset with 1.9M reactions from patents (1976-2016). Task: Predict the reactants needed to synthesize the given product. (1) Given the product [N:32]1([O:33][C:2]2[N:7]=[C:6]([NH:8][C:9]3[CH:14]=[CH:13][C:12]([C:15]4[N:16]=[CH:17][S:18][CH:19]=4)=[C:11]([F:20])[CH:10]=3)[C:5]([C:21]([NH2:38])=[O:23])=[CH:4][N:3]=2)[C:27]2[CH:26]=[CH:25][CH:24]=[CH:29][C:28]=2[N:30]=[N:31]1, predict the reactants needed to synthesize it. The reactants are: Cl[C:2]1[N:7]=[C:6]([NH:8][C:9]2[CH:14]=[CH:13][C:12]([C:15]3[N:16]=[CH:17][S:18][CH:19]=3)=[C:11]([F:20])[CH:10]=2)[C:5]([C:21]([OH:23])=O)=[CH:4][N:3]=1.[CH:24]1[CH:25]=[CH:26][C:27]2[N:32]([OH:33])[N:31]=[N:30][C:28]=2[CH:29]=1.C(Cl)CCl.[NH3:38]. (2) Given the product [ClH:28].[CH2:13]([C@H:11]1[CH2:12][NH:8][CH2:9][C@@H:10]1[CH2:20][N:21]([C:22]1[CH:23]=[CH:24][C:25]([Cl:28])=[CH:26][CH:27]=1)[S:29]([C:32]1[CH:37]=[CH:36][CH:35]=[CH:34][CH:33]=1)(=[O:31])=[O:30])[C:14]1[CH:19]=[CH:18][CH:17]=[CH:16][CH:15]=1, predict the reactants needed to synthesize it. The reactants are: C(OC([N:8]1[CH2:12][C@@H:11]([CH2:13][C:14]2[CH:19]=[CH:18][CH:17]=[CH:16][CH:15]=2)[C@@H:10]([CH2:20][N:21]([S:29]([C:32]2[CH:37]=[CH:36][CH:35]=[CH:34][CH:33]=2)(=[O:31])=[O:30])[C:22]2[CH:27]=[CH:26][C:25]([Cl:28])=[CH:24][CH:23]=2)[CH2:9]1)=O)(C)(C)C.Cl.